Predict which catalyst facilitates the given reaction. From a dataset of Catalyst prediction with 721,799 reactions and 888 catalyst types from USPTO. (1) Reactant: [N:1]1[CH:6]=[CH:5][CH:4]=[CH:3][C:2]=1[C:7]1[N:11]=[C:10]([C:12]2[C:17]([O:18][CH3:19])=[CH:16][N:15]=[CH:14][C:13]=2Cl)[O:9][N:8]=1.B1([C:27]2[CH:32]=[CH:31][CH:30]=[N:29][CH:28]=2)OCCCO1.COCCOC.C(=O)([O-])[O-].[Na+].[Na+]. Product: [N:1]1[CH:6]=[CH:5][CH:4]=[CH:3][C:2]=1[C:7]1[N:11]=[C:10]([C:12]2[C:13]([C:27]3[CH:28]=[N:29][CH:30]=[CH:31][CH:32]=3)=[CH:14][N:15]=[CH:16][C:17]=2[O:18][CH3:19])[O:9][N:8]=1. The catalyst class is: 668. (2) Reactant: [OH:1][CH2:2][C:3]1([CH2:9][CH2:10][C:11]2[CH:16]=[CH:15][C:14]([OH:17])=[CH:13][CH:12]=2)[CH2:7][O:6][C:5]([CH3:8])=[N:4]1.C1(P(C2C=CC=CC=2)C2C=CC=CC=2)C=CC=CC=1.[F:37][C:38]1[CH:39]=[C:40]([CH2:46][CH2:47]O)[CH:41]=[CH:42][C:43]=1[O:44][CH3:45].C1C=CC(COC(/N=N/C(OCC2C=CC=CC=2)=O)=O)=CC=1. Product: [F:37][C:38]1[CH:39]=[C:40]([CH2:46][CH2:47][O:17][C:14]2[CH:13]=[CH:12][C:11]([CH2:10][CH2:9][C:3]3([CH2:2][OH:1])[CH2:7][O:6][C:5]([CH3:8])=[N:4]3)=[CH:16][CH:15]=2)[CH:41]=[CH:42][C:43]=1[O:44][CH3:45]. The catalyst class is: 1.